Dataset: Full USPTO retrosynthesis dataset with 1.9M reactions from patents (1976-2016). Task: Predict the reactants needed to synthesize the given product. (1) Given the product [F:51][C:46]1[CH:45]=[C:44]([NH:43][C:41](=[O:42])[CH2:40][C:38]2[NH:37][N:36]=[C:35]([NH:34][C:28]3[C:27]4[C:32](=[CH:33][C:24]([O:23][CH2:22][CH2:21][CH2:20][N:16]([CH2:15][CH2:14][OH:13])[CH2:17][CH2:18][CH3:19])=[C:25]([O:52][CH3:53])[CH:26]=4)[N:31]=[CH:30][N:29]=3)[CH:39]=2)[CH:49]=[C:48]([F:50])[CH:47]=1, predict the reactants needed to synthesize it. The reactants are: P([O:13][CH2:14][CH2:15][N:16]([CH2:20][CH2:21][CH2:22][O:23][C:24]1[CH:33]=[C:32]2[C:27]([C:28]([NH:34][C:35]3[CH:39]=[C:38]([CH2:40][C:41]([NH:43][C:44]4[CH:49]=[C:48]([F:50])[CH:47]=[C:46]([F:51])[CH:45]=4)=[O:42])[NH:37][N:36]=3)=[N:29][CH:30]=[N:31]2)=[CH:26][C:25]=1[O:52][CH3:53])[CH2:17][CH2:18][CH3:19])(OC(C)(C)C)(OC(C)(C)C)=O.C(NCCO)CC. (2) Given the product [SH:15][C:2]1[CH:7]=[CH:6][C:5]([C:8](=[O:13])[CH2:9][CH:10]([CH3:12])[CH3:11])=[CH:4][N:3]=1, predict the reactants needed to synthesize it. The reactants are: O[C:2]1[CH:7]=[CH:6][C:5]([C:8](=[O:13])[CH2:9][CH:10]([CH3:12])[CH3:11])=[CH:4][N:3]=1.P12(SP3(SP(SP(S3)(S1)=S)(=S)S2)=S)=[S:15].